Dataset: Catalyst prediction with 721,799 reactions and 888 catalyst types from USPTO. Task: Predict which catalyst facilitates the given reaction. (1) Reactant: C(OC(=O)[NH:7][C:8]1[CH:13]=[C:12]([O:14][CH2:15][CH3:16])[C:11]([C:17]([F:20])([F:19])[F:18])=[CH:10][C:9]=1[NH:21][C:22](=[O:38])[CH2:23][C:24](=O)[C:25]1[CH:30]=[CH:29][CH:28]=[C:27]([C:31]2[CH:36]=[CH:35][N:34]=[CH:33][CH:32]=2)[CH:26]=1)(C)(C)C.C(O)(C(F)(F)F)=O. Product: [CH2:15]([O:14][C:12]1[C:11]([C:17]([F:20])([F:19])[F:18])=[CH:10][C:9]2[NH:21][C:22](=[O:38])[CH2:23][C:24]([C:25]3[CH:30]=[CH:29][CH:28]=[C:27]([C:31]4[CH:36]=[CH:35][N:34]=[CH:33][CH:32]=4)[CH:26]=3)=[N:7][C:8]=2[CH:13]=1)[CH3:16]. The catalyst class is: 2. (2) The catalyst class is: 1. Reactant: [F:1][C:2]([F:17])([F:16])[CH2:3][O:4][C:5]1[C:9]([O:10][CH2:11][C:12]([F:15])([F:14])[F:13])=[CH:8][S:7][CH:6]=1.[CH3:18][O:19][C:20](C1SC([C:20]([O:19][CH3:18])=[O:21])=C(O)C=1O)=[O:21].S1C=CC=C1.FC(F)(F)CO.C1C=CC(P(C2C=CC=CC=2)C2C=CC=CC=2)=CC=1.C[CH2:64][O:65][C:66](/N=N/[C:66]([O:65][CH2:64]C)=[O:67])=[O:67]. Product: [CH3:18][O:19][C:20]([C:6]1[S:7][C:8]([C:66]([O:65][CH3:64])=[O:67])=[C:9]([O:10][CH2:11][C:12]([F:15])([F:14])[F:13])[C:5]=1[O:4][CH2:3][C:2]([F:1])([F:16])[F:17])=[O:21]. (3) Reactant: [N:1]1C=CC=C[CH:2]=1.[N:7]1([C:13]2[N:18]=[C:17]([CH2:19][C:20](=[O:36])[N:21]3[C:29]4[C:24](=[C:25](C5C=CN=CC=5)[CH:26]=[CH:27][CH:28]=4)[CH2:23][CH2:22]3)[NH:16][C:15](=[O:37])[CH:14]=2)[CH2:12][CH2:11][O:10][CH2:9][CH2:8]1.Cl.[CH3:39][N:40]([CH3:49])[CH2:41][CH2:42]CN=C=NCC.N1(C2N=C(CC([O-])=O)NC(=O)C=2)CCOCC1.[Na+]. Product: [CH3:49][N:40]1[CH2:39][CH2:2][N:1]([C:25]2[CH:26]=[CH:27][CH:28]=[C:29]3[C:24]=2[CH2:23][CH2:22][N:21]3[C:20](=[O:36])[CH2:19][C:17]2[NH:16][C:15](=[O:37])[CH:14]=[C:13]([N:7]3[CH2:8][CH2:9][O:10][CH2:11][CH2:12]3)[N:18]=2)[CH2:42][CH2:41]1. The catalyst class is: 288. (4) Reactant: NN.[NH2:3][C:4]1[C:13]2[N:14]=[C:15]([CH2:23][N:24]3C(=O)C4C(=CC=CC=4)C3=O)[N:16]([CH2:17][C:18]3([OH:22])[CH2:21][CH2:20][CH2:19]3)[C:12]=2[C:11]2[CH:10]=[CH:9][CH:8]=[CH:7][C:6]=2[N:5]=1. Product: [NH2:3][C:4]1[C:13]2[N:14]=[C:15]([CH2:23][NH2:24])[N:16]([CH2:17][C:18]3([OH:22])[CH2:21][CH2:20][CH2:19]3)[C:12]=2[C:11]2[CH:10]=[CH:9][CH:8]=[CH:7][C:6]=2[N:5]=1. The catalyst class is: 8.